This data is from Forward reaction prediction with 1.9M reactions from USPTO patents (1976-2016). The task is: Predict the product of the given reaction. Given the reactants Br[C:2]1[CH:14]=[CH:13][C:5]([C:6]([O:8][C:9]([CH3:12])([CH3:11])[CH3:10])=[O:7])=[CH:4][C:3]=1[CH3:15].[C:16]([C:18]1[CH:23]=[CH:22][C:21](B(O)O)=[CH:20][CH:19]=1)#[N:17].BrCC1C=C(OC)C=CC=1C1C=CC(Cl)=CC=1, predict the reaction product. The product is: [C:16]([C:18]1[CH:23]=[CH:22][C:21]([C:2]2[CH:14]=[CH:13][C:5]([C:6]([O:8][C:9]([CH3:12])([CH3:11])[CH3:10])=[O:7])=[CH:4][C:3]=2[CH3:15])=[CH:20][CH:19]=1)#[N:17].